From a dataset of CYP2C9 inhibition data for predicting drug metabolism from PubChem BioAssay. Regression/Classification. Given a drug SMILES string, predict its absorption, distribution, metabolism, or excretion properties. Task type varies by dataset: regression for continuous measurements (e.g., permeability, clearance, half-life) or binary classification for categorical outcomes (e.g., BBB penetration, CYP inhibition). Dataset: cyp2c9_veith. (1) The molecule is COc1ccc(Oc2ncc3nc(CCc4ccccc4)c(=O)n(C[C@H]4CCCO4)c3n2)cc1. The result is 1 (inhibitor). (2) The molecule is COc1ccc(N2C(=O)c3ccccc3NC2c2ccc(OC)c(CSc3ccccn3)c2)cc1. The result is 1 (inhibitor). (3) The compound is Cc1ccc(Sc2nc(C)cc(C)c2S(C)(=O)=O)cc1. The result is 1 (inhibitor). (4) The drug is Cn1cc(-c2nc3cnc(N4CCOCC4)nc3n(CCC#N)c2=O)c2ccccc21. The result is 0 (non-inhibitor).